Dataset: Full USPTO retrosynthesis dataset with 1.9M reactions from patents (1976-2016). Task: Predict the reactants needed to synthesize the given product. (1) Given the product [CH2:1]([N:8]1[CH2:12][C@@H:11]([O:13][S:16]([CH3:15])(=[O:18])=[O:17])[C@H:10]([O:14][S:16]([CH3:15])(=[O:18])=[O:17])[CH2:9]1)[C:2]1[CH:3]=[CH:4][CH:5]=[CH:6][CH:7]=1, predict the reactants needed to synthesize it. The reactants are: [CH2:1]([N:8]1[CH2:12][C@@H:11]([OH:13])[C@H:10]([OH:14])[CH2:9]1)[C:2]1[CH:7]=[CH:6][CH:5]=[CH:4][CH:3]=1.[CH3:15][S:16](Cl)(=[O:18])=[O:17]. (2) Given the product [CH3:1][N:2]1[CH:6]=[CH:5][N:4]=[C:3]1[S:7][C:8]1[C:9]([NH2:14])=[N:10][CH:11]=[CH:12][CH:13]=1, predict the reactants needed to synthesize it. The reactants are: [CH3:1][N:2]1[CH:6]=[CH:5][N:4]=[C:3]1[S:7][C:8]1[C:9]([N+:14]([O-])=O)=[N:10][CH:11]=[CH:12][CH:13]=1. (3) Given the product [Cl:20][C:21]1[CH:26]=[CH:25][C:24]([O:27][C:28]([N:16]2[C:17]3[C:13](=[CH:12][C:11]([O:10][CH2:9][CH2:8][CH2:7][CH2:6][N:4]([CH2:1][CH:2]=[CH2:3])[CH3:5])=[CH:19][CH:18]=3)[CH2:14][CH2:15]2)=[S:29])=[CH:23][CH:22]=1, predict the reactants needed to synthesize it. The reactants are: [CH2:1]([N:4]([CH2:6][CH2:7][CH2:8][CH2:9][O:10][C:11]1[CH:12]=[C:13]2[C:17](=[CH:18][CH:19]=1)[NH:16][CH2:15][CH2:14]2)[CH3:5])[CH:2]=[CH2:3].[Cl:20][C:21]1[CH:26]=[CH:25][C:24]([O:27][C:28](Cl)=[S:29])=[CH:23][CH:22]=1. (4) Given the product [Br:15][C:14]1[C:9]([OH:8])=[C:10]([C:17](=[O:22])[CH2:18][CH:19]([CH3:20])[CH3:21])[CH:11]=[CH:12][C:13]=1[O:16][CH2:7][CH2:2][CH2:3][CH2:4][S:1][C:2]1[CH:7]=[CH:6][N:5]=[CH:4][CH:3]=1, predict the reactants needed to synthesize it. The reactants are: [SH:1][C:2]1[CH:7]=[CH:6][N:5]=[CH:4][CH:3]=1.[OH:8][C:9]1[C:14]([Br:15])=[C:13]([OH:16])[CH:12]=[CH:11][C:10]=1[C:17](=[O:22])[CH2:18][CH:19]([CH3:21])[CH3:20]. (5) Given the product [CH3:24][S:25]([O:1][CH2:2][CH2:3][CH2:4][N:5]1[C:9]2[CH:10]=[CH:11][C:12]([CH:14]=[O:15])=[CH:13][C:8]=2[S:7][C:6]1=[O:16])(=[O:27])=[O:26], predict the reactants needed to synthesize it. The reactants are: [OH:1][CH2:2][CH2:3][CH2:4][N:5]1[C:9]2[CH:10]=[CH:11][C:12]([CH:14]=[O:15])=[CH:13][C:8]=2[S:7][C:6]1=[O:16].CCN(CC)CC.[CH3:24][S:25](Cl)(=[O:27])=[O:26].C(=O)(O)[O-].[Na+]. (6) Given the product [Cl:8][C:6]1[N:7]=[C:2]([C:22]2[CH:27]=[CH:26][CH:25]=[CH:24][CH:23]=2)[N:3]=[C:4]([N:9]2[C:10]3[CH:11]=[CH:12][CH:13]=[CH:14][C:15]=3[C:16]3[C:21]2=[CH:20][CH:19]=[CH:18][CH:17]=3)[N:5]=1, predict the reactants needed to synthesize it. The reactants are: Cl[C:2]1[N:7]=[C:6]([Cl:8])[N:5]=[C:4]([N:9]2[C:21]3[CH:20]=[CH:19][CH:18]=[CH:17][C:16]=3[C:15]3[C:10]2=[CH:11][CH:12]=[CH:13][CH:14]=3)[N:3]=1.[C:22]1(B(O)O)[CH:27]=[CH:26][CH:25]=[CH:24][CH:23]=1.C([O-])(O)=O.[Na+].